Dataset: Forward reaction prediction with 1.9M reactions from USPTO patents (1976-2016). Task: Predict the product of the given reaction. (1) Given the reactants [CH:1]1([C:4]2[N:9]=[C:8]([C:10]#[N:11])[CH:7]=[CH:6][C:5]=2[O:12][CH3:13])[CH2:3][CH2:2]1.[H-].[H-].[H-].[H-].[Li+].[Al+3], predict the reaction product. The product is: [CH:1]1([C:4]2[N:9]=[C:8]([CH2:10][NH2:11])[CH:7]=[CH:6][C:5]=2[O:12][CH3:13])[CH2:2][CH2:3]1. (2) Given the reactants [CH3:1][N:2]1[CH2:7][CH2:6][N:5]([C:8]([O:10][C@@H:11]2[N:20]([C:21]3[CH:22]=[CH:23][C:24]([Cl:27])=[CH:25][N:26]=3)[C:18](=[O:19])[C:13]3[N:14]=[CH:15][CH:16]=[N:17][C:12]2=3)=[O:9])[CH2:4][CH2:3]1.[C:28]([OH:35])(=[O:34])[CH2:29][CH2:30][C:31]([OH:33])=[O:32].CN1CCN(C(OC2N(C3C=CC(Cl)=CN=3)C(=O)C3N=CC=NC2=3)=O)CC1, predict the reaction product. The product is: [CH3:1][N:2]1[CH2:7][CH2:6][N:5]([C:8]([O:10][C@@H:11]2[N:20]([C:21]3[CH:22]=[CH:23][C:24]([Cl:27])=[CH:25][N:26]=3)[C:18](=[O:19])[C:13]3[N:14]=[CH:15][CH:16]=[N:17][C:12]2=3)=[O:9])[CH2:4][CH2:3]1.[C:28]([O-:35])(=[O:34])[CH2:29][CH2:30][C:31]([O-:33])=[O:32]. (3) Given the reactants [CH3:1][CH:2]([CH3:22])[C:3]([O:5][CH2:6][CH2:7][O:8][C:9](OC1C=CC(S(C)(=O)=O)=CC=1)=[O:10])=[O:4].[CH2:23]1[CH2:28][CH2:27][C:26]([CH2:33][NH2:34])([CH2:29][C:30]([OH:32])=[O:31])[CH2:25][CH2:24]1.C(=O)(O)[O-].[K+], predict the reaction product. The product is: [CH3:1][CH:2]([CH3:22])[C:3]([O:5][CH2:6][CH2:7][O:8][C:9]([NH:34][CH2:33][C:26]1([CH2:29][C:30]([OH:32])=[O:31])[CH2:25][CH2:24][CH2:23][CH2:28][CH2:27]1)=[O:10])=[O:4].